From a dataset of Full USPTO retrosynthesis dataset with 1.9M reactions from patents (1976-2016). Predict the reactants needed to synthesize the given product. (1) The reactants are: [Br:1][C:2]1[CH:3]=[CH:4][C:5]2[N:6]([CH:13]=1)[C:7](=[O:12])[CH:8]=[C:9](Cl)[N:10]=2.[N:14]1([C:20]([O:22][C:23]([CH3:26])([CH3:25])[CH3:24])=[O:21])[CH2:19][CH2:18][NH:17][CH2:16][CH2:15]1.C(N(CC)CC)C. Given the product [Br:1][C:2]1[CH:3]=[CH:4][C:5]2[N:6]([CH:13]=1)[C:7](=[O:12])[CH:8]=[C:9]([N:17]1[CH2:16][CH2:15][N:14]([C:20]([O:22][C:23]([CH3:26])([CH3:25])[CH3:24])=[O:21])[CH2:19][CH2:18]1)[N:10]=2, predict the reactants needed to synthesize it. (2) Given the product [C:19]1([CH:18]([C:25]2[CH:30]=[CH:29][CH:28]=[CH:27][CH:26]=2)[N:16]2[CH2:17][CH:14]([S:6][CH2:1][CH2:2][CH2:3][CH2:4][CH3:5])[CH2:15]2)[CH:20]=[CH:21][CH:22]=[CH:23][CH:24]=1, predict the reactants needed to synthesize it. The reactants are: [CH2:1]([SH:6])[CH2:2][CH2:3][CH2:4][CH3:5].[H-].[Na+].CS(O[CH:14]1[CH2:17][N:16]([CH:18]([C:25]2[CH:30]=[CH:29][CH:28]=[CH:27][CH:26]=2)[C:19]2[CH:24]=[CH:23][CH:22]=[CH:21][CH:20]=2)[CH2:15]1)(=O)=O.C([O-])(O)=O.[Na+]. (3) Given the product [CH:33]1([C@:30]([OH:32])([CH3:31])[CH2:29][NH:28][C:3](=[O:12])[C:4]2[CH:9]=[C:8]([C:22]3[CH:23]=[CH:24][C:19]([F:18])=[CH:20][CH:21]=3)[C:7]([O:17][CH2:16][CH:13]3[CH2:15][CH2:14]3)=[N:6][CH:5]=2)[CH2:35][CH2:34]1, predict the reactants needed to synthesize it. The reactants are: CO[C:3](=[O:12])[C:4]1[CH:9]=[C:8](Br)[C:7](Cl)=[N:6][CH:5]=1.[CH:13]1([CH2:16][OH:17])[CH2:15][CH2:14]1.[F:18][C:19]1[CH:24]=[CH:23][C:22](B(O)O)=[CH:21][CH:20]=1.[NH2:28][CH2:29][C:30]([CH:33]1[CH2:35][CH2:34]1)([OH:32])[CH3:31]. (4) Given the product [F:19][C:20]1[CH:21]=[C:22]([NH:26][C:27]([NH:1][C:2]2[CH:18]=[CH:17][CH:16]=[C:4]([O:5][C:6]3[CH:11]=[CH:10][N:9]=[C:8]4[NH:12][C:13](=[O:15])[NH:14][C:7]=34)[CH:3]=2)=[O:28])[CH:23]=[CH:24][CH:25]=1, predict the reactants needed to synthesize it. The reactants are: [NH2:1][C:2]1[CH:3]=[C:4]([CH:16]=[CH:17][CH:18]=1)[O:5][C:6]1[CH:11]=[CH:10][N:9]=[C:8]2[NH:12][C:13](=[O:15])[NH:14][C:7]=12.[F:19][C:20]1[CH:21]=[C:22]([N:26]=[C:27]=[O:28])[CH:23]=[CH:24][CH:25]=1. (5) Given the product [F:17][CH2:16][C:11]([F:10])([C:6]1[CH:7]=[CH:8][C:3]([N:2]([CH3:9])[CH3:1])=[CH:4][CH:5]=1)[C:12]([F:15])([F:14])[F:13], predict the reactants needed to synthesize it. The reactants are: [CH3:1][N:2]([CH3:9])[C:3]1[CH:8]=[CH:7][CH:6]=[CH:5][CH:4]=1.[F:10][C:11](I)([C:16](F)(F)[F:17])[C:12]([F:15])([F:14])[F:13].C([O-])(O)=O.[Na+].NC1C=CC=CC=1. (6) Given the product [Br:1][C:2]1[CH:10]=[CH:9][C:5]([C:6]([Cl:15])=[O:7])=[CH:4][C:3]=1[F:11], predict the reactants needed to synthesize it. The reactants are: [Br:1][C:2]1[CH:10]=[CH:9][C:5]([C:6](O)=[O:7])=[CH:4][C:3]=1[F:11].C(Cl)(=O)C([Cl:15])=O.